From a dataset of NCI-60 drug combinations with 297,098 pairs across 59 cell lines. Regression. Given two drug SMILES strings and cell line genomic features, predict the synergy score measuring deviation from expected non-interaction effect. (1) Drug 1: CC12CCC(CC1=CCC3C2CCC4(C3CC=C4C5=CN=CC=C5)C)O. Drug 2: COCCOC1=C(C=C2C(=C1)C(=NC=N2)NC3=CC=CC(=C3)C#C)OCCOC.Cl. Cell line: NCI-H226. Synergy scores: CSS=11.4, Synergy_ZIP=-0.956, Synergy_Bliss=5.07, Synergy_Loewe=3.71, Synergy_HSA=3.99. (2) Drug 1: CCCCCOC(=O)NC1=NC(=O)N(C=C1F)C2C(C(C(O2)C)O)O. Drug 2: CC1C(C(CC(O1)OC2CC(CC3=C2C(=C4C(=C3O)C(=O)C5=CC=CC=C5C4=O)O)(C(=O)C)O)N)O. Cell line: SN12C. Synergy scores: CSS=36.3, Synergy_ZIP=0.727, Synergy_Bliss=0.191, Synergy_Loewe=-41.2, Synergy_HSA=2.00. (3) Drug 1: C1=CC(=CC=C1C#N)C(C2=CC=C(C=C2)C#N)N3C=NC=N3. Drug 2: C1=CC=C(C(=C1)C(C2=CC=C(C=C2)Cl)C(Cl)Cl)Cl. Cell line: HCC-2998. Synergy scores: CSS=1.47, Synergy_ZIP=1.27, Synergy_Bliss=2.99, Synergy_Loewe=1.30, Synergy_HSA=0.703. (4) Drug 1: C1=CC(=CC=C1CCCC(=O)O)N(CCCl)CCCl. Drug 2: CS(=O)(=O)OCCCCOS(=O)(=O)C. Cell line: OVCAR-8. Synergy scores: CSS=13.8, Synergy_ZIP=-5.15, Synergy_Bliss=-2.32, Synergy_Loewe=-8.65, Synergy_HSA=0.0767. (5) Drug 1: C1=NC2=C(N=C(N=C2N1C3C(C(C(O3)CO)O)F)Cl)N. Drug 2: CCC1=C2CN3C(=CC4=C(C3=O)COC(=O)C4(CC)O)C2=NC5=C1C=C(C=C5)O. Cell line: SK-MEL-28. Synergy scores: CSS=15.4, Synergy_ZIP=-9.47, Synergy_Bliss=-3.96, Synergy_Loewe=-2.20, Synergy_HSA=-2.14. (6) Drug 1: CC1=CC=C(C=C1)C2=CC(=NN2C3=CC=C(C=C3)S(=O)(=O)N)C(F)(F)F. Drug 2: COC1=C2C(=CC3=C1OC=C3)C=CC(=O)O2. Cell line: CAKI-1. Synergy scores: CSS=-3.04, Synergy_ZIP=1.48, Synergy_Bliss=-0.959, Synergy_Loewe=-2.58, Synergy_HSA=-3.97.